Dataset: Catalyst prediction with 721,799 reactions and 888 catalyst types from USPTO. Task: Predict which catalyst facilitates the given reaction. (1) Reactant: [NH2:1][C@@:2]([C:7]1[CH:12]=[CH:11][CH:10]=[CH:9][C:8]=1CCl)([CH3:6])[C:3]([OH:5])=[O:4].O1CCOCC1.[C:21](O[C:21]([O:23][C:24]([CH3:27])([CH3:26])[CH3:25])=[O:22])([O:23][C:24]([CH3:27])([CH3:26])[CH3:25])=[O:22].[ClH:36]. Product: [C:24]([O:23][C:21]([NH:1][C@@:2]([C:7]1[CH:12]=[CH:11][CH:10]=[CH:9][C:8]=1[Cl:36])([CH3:6])[C:3]([OH:5])=[O:4])=[O:22])([CH3:27])([CH3:26])[CH3:25]. The catalyst class is: 662. (2) Reactant: [Cl:1][C:2]1[N:10]=[C:9]([NH2:11])[N:8]=[C:7]2[C:3]=1[N:4]=[CH:5][NH:6]2.[H-].[Na+].I[CH:15]([CH3:17])[CH3:16]. Product: [Cl:1][C:2]1[N:10]=[C:9]([NH2:11])[N:8]=[C:7]2[C:3]=1[N:4]=[CH:5][N:6]2[CH:15]([CH3:17])[CH3:16]. The catalyst class is: 3. (3) Reactant: C1C(=O)N([Cl:8])C(=O)C1.CSC.[CH3:12][C:13]([CH2:17][CH2:18][CH:19]=[C:20]([CH3:29])[CH2:21][O:22][CH:23]1[CH2:28][CH2:27][CH2:26][CH2:25][O:24]1)=[CH:14][CH2:15]O.[Cl-].[NH4+]. Product: [Cl:8][CH2:15][CH:14]=[C:13]([CH3:12])[CH2:17][CH2:18][CH:19]=[C:20]([CH3:29])[CH2:21][O:22][CH:23]1[CH2:28][CH2:27][CH2:26][CH2:25][O:24]1. The catalyst class is: 2. (4) Reactant: [Cl:1][C:2]1[CH:3]=[C:4]([C@@H:9]2[O:15][CH2:14][CH2:13][N:12]([C:16]([O:18][C:19]([CH3:22])([CH3:21])[CH3:20])=[O:17])[CH2:11][C@H:10]2[CH2:23][OH:24])[CH:5]=[CH:6][C:7]=1[Cl:8].[H-].[Na+].Br[CH2:28][C:29]1[CH:30]=[C:31]([CH:34]=[CH:35][CH:36]=1)[C:32]#[N:33].O. Product: [C:32]([C:31]1[CH:30]=[C:29]([CH:36]=[CH:35][CH:34]=1)[CH2:28][O:24][CH2:23][C@H:10]1[C@H:9]([C:4]2[CH:5]=[CH:6][C:7]([Cl:8])=[C:2]([Cl:1])[CH:3]=2)[O:15][CH2:14][CH2:13][N:12]([C:16]([O:18][C:19]([CH3:20])([CH3:21])[CH3:22])=[O:17])[CH2:11]1)#[N:33]. The catalyst class is: 3. (5) Reactant: Br[C:2]1[CH:3]=[C:4]([CH:28]=[CH:29][CH:30]=1)[CH2:5][N:6]1[C:10]([CH3:11])=[N:9][C:8]([C:12]2[O:16][N:15]=[C:14]([C:17]3[CH:22]=[CH:21][C:20]([O:23][C:24]([F:27])([F:26])[F:25])=[CH:19][CH:18]=3)[N:13]=2)=[N:7]1.[CH2:31]([Sn](CCCC)(CCCC)C=C)[CH2:32]CC.C([O-])([O-])=O.[K+].[K+]. The catalyst class is: 38. Product: [CH:31]([C:2]1[CH:3]=[C:4]([CH2:5][N:6]2[C:10]([CH3:11])=[N:9][C:8]([C:12]3[O:16][N:15]=[C:14]([C:17]4[CH:22]=[CH:21][C:20]([O:23][C:24]([F:27])([F:25])[F:26])=[CH:19][CH:18]=4)[N:13]=3)=[N:7]2)[CH:28]=[CH:29][CH:30]=1)=[CH2:32]. (6) The catalyst class is: 203. Reactant: [CH3:1][O:2][C:3]1[CH:4]=[C:5]2[C:10](=[CH:11][CH:12]=1)[C:9]([O:13][C:14]1[CH:19]=[CH:18][C:17]([O:20][CH2:21][CH2:22][N:23]3[CH2:28][CH2:27][CH2:26][CH2:25][CH2:24]3)=[CH:16][CH:15]=1)=[C:8](OS(C(F)(F)F)(=O)=O)[CH:7]=[CH:6]2.[N:37]1([C:43]([C:45]2[CH:46]=[C:47](B(O)O)[CH:48]=[CH:49][CH:50]=2)=[O:44])[CH2:42][CH2:41][O:40][CH2:39][CH2:38]1.C(=O)([O-])[O-].[Na+].[Na+]. Product: [CH3:1][O:2][C:3]1[CH:4]=[C:5]2[C:10](=[CH:11][CH:12]=1)[C:9]([O:13][C:14]1[CH:19]=[CH:18][C:17]([O:20][CH2:21][CH2:22][N:23]3[CH2:28][CH2:27][CH2:26][CH2:25][CH2:24]3)=[CH:16][CH:15]=1)=[C:8]([C:47]1[CH:46]=[C:45]([C:43]([N:37]3[CH2:42][CH2:41][O:40][CH2:39][CH2:38]3)=[O:44])[CH:50]=[CH:49][CH:48]=1)[CH:7]=[CH:6]2. (7) Reactant: [NH:1]1[C:9]2[C:4](=[CH:5][CH:6]=[CH:7][CH:8]=2)[CH2:3][C:2]1=[O:10].[CH3:11][N:12]1[CH:16]=[CH:15][N:14]=[C:13]1[CH:17]=O.N1CCCCC1. Product: [CH3:11][N:12]1[CH:16]=[CH:15][N:14]=[C:13]1[CH:17]=[C:3]1[C:4]2[C:9](=[CH:8][CH:7]=[CH:6][CH:5]=2)[NH:1][C:2]1=[O:10]. The catalyst class is: 14. (8) Reactant: [C:1]([C:5]1[CH:12]=[CH:11][C:8]([CH:9]=O)=[CH:7][CH:6]=1)([CH3:4])([CH3:3])[CH3:2].[Cl:13][C:14]1[CH:19]=[CH:18][C:17]([CH2:20][CH2:21][NH2:22])=[CH:16][CH:15]=1.[BH4-].[Na+]. Product: [C:1]([C:5]1[CH:12]=[CH:11][C:8]([CH2:9][NH:22][CH2:21][CH2:20][C:17]2[CH:18]=[CH:19][C:14]([Cl:13])=[CH:15][CH:16]=2)=[CH:7][CH:6]=1)([CH3:4])([CH3:3])[CH3:2]. The catalyst class is: 240. (9) Reactant: [NH2:1][C:2]1[CH:7]=[CH:6][CH:5]=[C:4]([Cl:8])[N:3]=1.C[Si](C)(C)[N-][Si](C)(C)C.[Na+].[C:19](O[C:19]([O:21][C:22]([CH3:25])([CH3:24])[CH3:23])=[O:20])([O:21][C:22]([CH3:25])([CH3:24])[CH3:23])=[O:20]. Product: [Cl:8][C:4]1[N:3]=[C:2]([NH:1][C:19](=[O:20])[O:21][C:22]([CH3:25])([CH3:24])[CH3:23])[CH:7]=[CH:6][CH:5]=1. The catalyst class is: 1. (10) Reactant: [C@@H:1]12[N:8]([C:9]3[O:10][C:11]4[CH:17]=[CH:16][C:15]([Cl:18])=[CH:14][C:12]=4[N:13]=3)[CH2:7][C@@H:6]1[CH2:5][CH2:4][NH:3][CH2:2]2.CC1C=C(C)N=C(N2[C@@H]3[C@@H](CCNC3)C2)N=1.[F:35][C:36]1[CH:37]=[CH:38][C:39]([N:45]2[N:49]=[CH:48][CH:47]=[N:46]2)=[C:40]([CH:44]=1)[C:41](O)=[O:42].S1C=CC=C1C1C=CC=CC=1C(O)=O. Product: [Cl:18][C:15]1[CH:16]=[CH:17][C:11]2[O:10][C:9]([N:8]3[C@@H:1]4[C@@H:6]([CH2:5][CH2:4][N:3]([C:41]([C:40]5[CH:44]=[C:36]([F:35])[CH:37]=[CH:38][C:39]=5[N:45]5[N:49]=[CH:48][CH:47]=[N:46]5)=[O:42])[CH2:2]4)[CH2:7]3)=[N:13][C:12]=2[CH:14]=1. The catalyst class is: 2.